From a dataset of HIV replication inhibition screening data with 41,000+ compounds from the AIDS Antiviral Screen. Binary Classification. Given a drug SMILES string, predict its activity (active/inactive) in a high-throughput screening assay against a specified biological target. (1) The compound is CC[N+]1(C)CCC(O)(c2ccc(Cl)cc2)C(C(=O)c2ccc(Cl)cc2)C1.[Br-]. The result is 0 (inactive). (2) The drug is O=[N+]([O-])c1ccc2nc3n(c2c1)C(c1c(F)cccc1F)SC3. The result is 0 (inactive).